Predict the product of the given reaction. From a dataset of Forward reaction prediction with 1.9M reactions from USPTO patents (1976-2016). (1) The product is: [BrH:13].[NH2:12][C:10]1[N:11]=[C:6]2[CH:5]=[CH:4][C:3]([OH:2])=[CH:8][N:7]2[N:9]=1. Given the reactants C[O:2][C:3]1[CH:4]=[CH:5][C:6]2[N:7]([N:9]=[C:10]([NH2:12])[N:11]=2)[CH:8]=1.[BrH:13], predict the reaction product. (2) Given the reactants [CH:1]1([NH:4][C:5]2[N:10]3[N:11]=[CH:12][C:13](/[CH:14]=[C:15]4/[C:16](=[O:21])[NH:17][C:18](=[O:20])[CH2:19]/4)=[C:9]3[N:8]=[C:7](S(C)=O)[N:6]=2)[CH2:3][CH2:2]1.C1(NC2N3N=CC(/C=C4/C(=O)NC(=O)C/4)=C3N=C(S(C)(=O)=O)N=2)CC1.[Cl:50][C:51]1[CH:52]=[C:53]([CH:55]=[CH:56][CH:57]=1)[NH2:54], predict the reaction product. The product is: [Cl:50][C:51]1[CH:52]=[C:53]([NH:54][C:7]2[N:6]=[C:5]([NH:4][CH:1]3[CH2:3][CH2:2]3)[N:10]3[N:11]=[CH:12][C:13](/[CH:14]=[C:15]4/[C:16](=[O:21])[NH:17][C:18](=[O:20])[CH2:19]/4)=[C:9]3[N:8]=2)[CH:55]=[CH:56][CH:57]=1. (3) Given the reactants [Cl:1][CH:2]1[C:4](Cl)([Cl:5])[C:3]1([Cl:8])[Cl:7].[OH-].[K+].[CH2:11]([O:13][CH2:14][C:15]1[O:16][CH:17]=[CH:18][CH:19]=1)[CH3:12], predict the reaction product. The product is: [Cl:5][C:4]1[C@:15]2([CH2:14][O:13][CH2:11][CH3:12])[O:16][C@H:17]([C:3]([Cl:8])([Cl:7])[C:2]=1[Cl:1])[CH:18]=[CH:19]2. (4) Given the reactants [Cl:1][C:2]1[CH:3]=[C:4]([F:30])[C:5]([C:24]2[N:25]=[N:26][N:27]([CH3:29])[N:28]=2)=[C:6]([C:8]2[CH:9]=[CH:10][C:11]3[CH:15]([NH:16][C:17]([C:19]4([NH2:22])[CH2:21][CH2:20]4)=[O:18])[CH2:14][S:13][C:12]=3[CH:23]=2)[CH:7]=1.[O:31]1[C:35]([C:36](O)=[O:37])=[CH:34][CH:33]=[N:32]1, predict the reaction product. The product is: [Cl:1][C:2]1[CH:3]=[C:4]([F:30])[C:5]([C:24]2[N:25]=[N:26][N:27]([CH3:29])[N:28]=2)=[C:6]([C:8]2[CH:9]=[CH:10][C:11]3[CH:15]([NH:16][C:17]([C:19]4([NH:22][C:36]([C:35]5[O:31][N:32]=[CH:33][CH:34]=5)=[O:37])[CH2:21][CH2:20]4)=[O:18])[CH2:14][S:13][C:12]=3[CH:23]=2)[CH:7]=1. (5) The product is: [C:14]([NH:13][C:11]([C:10]1[C:4]2[C:5](=[N:6][CH:7]=[C:2]([NH:33][C:31]3[CH:30]=[N:29][N:28]([CH3:27])[CH:32]=3)[N:3]=2)[N:8]([CH2:18][O:19][CH2:20][CH2:21][Si:22]([CH3:25])([CH3:24])[CH3:23])[CH:9]=1)=[O:12])([CH3:17])([CH3:16])[CH3:15]. Given the reactants Br[C:2]1[N:3]=[C:4]2[C:10]([C:11]([NH:13][C:14]([CH3:17])([CH3:16])[CH3:15])=[O:12])=[CH:9][N:8]([CH2:18][O:19][CH2:20][CH2:21][Si:22]([CH3:25])([CH3:24])[CH3:23])[C:5]2=[N:6][CH:7]=1.Cl.[CH3:27][N:28]1[CH:32]=[C:31]([NH2:33])[CH:30]=[N:29]1.CC(C)([O-])C.[Na+].CN(C=O)C, predict the reaction product. (6) Given the reactants C(O[C:9]([N:11]1[CH2:16][CH2:15][CH:14]([C:17]2[CH:21]=[C:20]([C:22]3[CH:27]=[CH:26][C:25]([CH3:28])=[CH:24][CH:23]=3)[N:19]([C:29]3[CH:34]=[CH:33][C:32]([CH3:35])=[CH:31][CH:30]=3)[N:18]=2)[CH2:13][CH2:12]1)=[O:10])C1C=CC=CC=1.ClC(Cl)(OC(=O)OC(Cl)(Cl)Cl)Cl.C(N(CC)CC)C.Cl.[CH3:56][NH:57][OH:58], predict the reaction product. The product is: [C:32]1([CH3:35])[CH:33]=[CH:34][C:29]([N:19]2[C:20]([C:22]3[CH:27]=[CH:26][C:25]([CH3:28])=[CH:24][CH:23]=3)=[CH:21][C:17]([CH:14]3[CH2:13][CH2:12][N:11]([C:9](=[O:10])[N:57]([OH:58])[CH3:56])[CH2:16][CH2:15]3)=[N:18]2)=[CH:30][CH:31]=1. (7) Given the reactants [Br:1][C:2]1[C:3](Cl)=[N:4][CH:5]=[C:6]([CH:21]=1)[C:7]([NH:9][C:10]1[CH:15]=[CH:14][C:13]([O:16][C:17]([F:20])([F:19])[F:18])=[CH:12][CH:11]=1)=[O:8].[CH3:23][NH:24][CH2:25][CH2:26][OH:27], predict the reaction product. The product is: [Br:1][C:2]1[C:3]([N:24]([CH2:25][CH2:26][OH:27])[CH3:23])=[N:4][CH:5]=[C:6]([CH:21]=1)[C:7]([NH:9][C:10]1[CH:15]=[CH:14][C:13]([O:16][C:17]([F:20])([F:19])[F:18])=[CH:12][CH:11]=1)=[O:8]. (8) The product is: [Br:1][C:2]1[CH:7]=[CH:6][C:5]2[C:8]3[C:17](=[CH:18][N:11]=[CH:10][CH:9]=3)[CH2:16][O:15][C:4]=2[CH:3]=1. Given the reactants [Br:1][C:2]1[CH:7]=[CH:6][C:5](/[CH:8]=[CH:9]/[CH:10]=[N:11]/N(C)C)=[C:4]([O:15][CH2:16][C:17]#[CH:18])[CH:3]=1.C(C1C=C(C)C=C(C(C)(C)C)C=1O)(C)(C)C, predict the reaction product. (9) Given the reactants [OH-].[Na+].C([O:6][CH2:7][CH2:8][C:9]([F:18])([F:17])[C:10]1[CH:15]=[CH:14][C:13]([F:16])=[CH:12][CH:11]=1)(=O)C.CCCCCC.CC(=O)OCC, predict the reaction product. The product is: [F:18][C:9]([F:17])([C:10]1[CH:15]=[CH:14][C:13]([F:16])=[CH:12][CH:11]=1)[CH2:8][CH2:7][OH:6].